Dataset: Forward reaction prediction with 1.9M reactions from USPTO patents (1976-2016). Task: Predict the product of the given reaction. (1) The product is: [NH2:29][C@@H:25]([CH2:24][O:23][CH2:16][C:17]1[CH:22]=[CH:21][CH:20]=[CH:19][CH:18]=1)[C:26]([NH:5][C:4]1[CH:6]=[CH:7][C:8]([O:9][C:10]2[CH:15]=[CH:14][CH:13]=[CH:12][CH:11]=2)=[C:2]([Cl:1])[CH:3]=1)=[O:27]. Given the reactants [Cl:1][C:2]1[CH:3]=[C:4]([CH:6]=[CH:7][C:8]=1[O:9][C:10]1[CH:15]=[CH:14][CH:13]=[CH:12][CH:11]=1)[NH2:5].[CH2:16]([O:23][CH2:24][C@H:25]([NH:29]C(OC(C)(C)C)=O)[C:26](O)=[O:27])[C:17]1[CH:22]=[CH:21][CH:20]=[CH:19][CH:18]=1, predict the reaction product. (2) Given the reactants C(OC([NH:8][C@@H:9]([CH3:48])[CH2:10][NH:11][C@H:12]1[CH2:17][CH2:16][C@H:15]([CH2:18][C:19]([NH:21][C@H:22]([B:35]2[O:43]C3C(C)(C4CC(C3)C4(C)C)[O:36]2)[CH2:23][C:24]2[C:25](OC)=[C:26]([CH:30]=[CH:31][CH:32]=2)[C:27]([OH:29])=[O:28])=[O:20])[CH2:14][CH2:13]1)=O)(C)(C)C.Cl, predict the reaction product. The product is: [NH2:8][C@@H:9]([CH3:48])[CH2:10][NH:11][C@H:12]1[CH2:13][CH2:14][C@H:15]([CH2:18][C:19]([NH:21][C@H:22]2[CH2:23][C:24]3[CH:32]=[CH:31][CH:30]=[C:26]([C:27]([OH:29])=[O:28])[C:25]=3[O:36][B:35]2[OH:43])=[O:20])[CH2:16][CH2:17]1.